This data is from Forward reaction prediction with 1.9M reactions from USPTO patents (1976-2016). The task is: Predict the product of the given reaction. (1) Given the reactants [Cl:1][C:2]1[CH:3]=[C:4]2[C:13](=[C:14]3[C:19]=1[CH:18]=[CH:17][CH:16]=[N:15]3)[NH:12][S:11](=[O:21])(=[O:20])[C:10]1[C:5]2=[CH:6][C:7]([C:22]([OH:24])=[O:23])=[CH:8][CH:9]=1.[C:25]([N:32]1[CH2:36][CH2:35][CH:34](O)[CH2:33]1)([O:27][C:28]([CH3:31])([CH3:30])[CH3:29])=[O:26].CCN=C=NCCCN(C)C.Cl.C1C=CC2N(O)N=NC=2C=1, predict the reaction product. The product is: [C:28]([O:27][C:25]([N:32]1[CH2:36][CH2:35][CH:34]([O:23][C:22]([C:7]2[CH:6]=[C:5]3[C:10]([S:11](=[O:21])(=[O:20])[NH:12][C:13]4[C:4]3=[CH:3][C:2]([Cl:1])=[C:19]3[C:14]=4[N:15]=[CH:16][CH:17]=[CH:18]3)=[CH:9][CH:8]=2)=[O:24])[CH2:33]1)=[O:26])([CH3:31])([CH3:29])[CH3:30]. (2) Given the reactants [CH3:1][O:2][C:3]1[CH:10]=[CH:9][C:6]([CH2:7][OH:8])=[CH:5][CH:4]=1.[H-].[Na+].[F:13][C:14]1[CH:21]=[CH:20][CH:19]=[C:18](F)[C:15]=1[C:16]#[N:17], predict the reaction product. The product is: [F:13][C:14]1[CH:21]=[CH:20][C:19]([O:8][CH2:7][C:6]2[CH:9]=[CH:10][C:3]([O:2][CH3:1])=[CH:4][CH:5]=2)=[CH:18][C:15]=1[C:16]#[N:17]. (3) The product is: [Cl:1][C:2]1[CH:11]=[CH:10][C:5]2[N:6]([CH3:20])[C:12](=[O:15])[N:8]([CH3:7])[C:4]=2[CH:3]=1. Given the reactants [Cl:1][C:2]1[CH:11]=[CH:10][C:5]2[NH:6][C:7](=O)[NH:8][C:4]=2[CH:3]=1.[C:12](=[O:15])([O-])[O-].[K+].[K+].IC.[CH:20](Cl)(Cl)Cl, predict the reaction product. (4) Given the reactants [CH3:1][C:2]1[C:3]([CH:9]=O)=[N:4][CH:5]=[C:6]([CH3:8])[CH:7]=1.[C:11]([O:15][C:16](=[O:24])[N:17]([CH2:19][CH2:20][CH2:21][CH2:22][NH2:23])[CH3:18])([CH3:14])([CH3:13])[CH3:12], predict the reaction product. The product is: [C:11]([O:15][C:16](=[O:24])[N:17]([CH2:19][CH2:20][CH2:21][CH2:22][NH:23][CH2:9][C:3]1[C:2]([CH3:1])=[CH:7][C:6]([CH3:8])=[CH:5][N:4]=1)[CH3:18])([CH3:14])([CH3:12])[CH3:13]. (5) Given the reactants [OH:1][C:2]1[CH:3]=[C:4]([CH:9]=[CH:10][C:11]=1I)[C:5]([O:7][CH3:8])=[O:6].CCOC(C)=O.O.[CH3:20][N:21](C=O)C, predict the reaction product. The product is: [C:20]([C:11]1[CH:10]=[CH:9][C:4]([C:5]([O:7][CH3:8])=[O:6])=[CH:3][C:2]=1[OH:1])#[N:21]. (6) Given the reactants [Cl:1][C:2]1[CH:10]=[C:9]2[C:5]([C:6]([C:11]([O:13]C)=[O:12])=[CH:7][NH:8]2)=[CH:4][C:3]=1[C:15]1[CH:20]=[CH:19][C:18]([C:21]2([CH2:25][OH:26])[CH2:24][CH2:23][CH2:22]2)=[C:17]([O:27][CH3:28])[CH:16]=1.Cl, predict the reaction product. The product is: [Cl:1][C:2]1[CH:10]=[C:9]2[C:5]([C:6]([C:11]([OH:13])=[O:12])=[CH:7][NH:8]2)=[CH:4][C:3]=1[C:15]1[CH:20]=[CH:19][C:18]([C:21]2([CH2:25][OH:26])[CH2:24][CH2:23][CH2:22]2)=[C:17]([O:27][CH3:28])[CH:16]=1.